The task is: Predict the reactants needed to synthesize the given product.. This data is from Full USPTO retrosynthesis dataset with 1.9M reactions from patents (1976-2016). (1) Given the product [CH3:46][O:47][C:36]1[N:38]=[CH:41][C:4]([C:3]([CH2:34][CH3:35])=[CH:2][CH:1]([C:10]([O:12][CH3:13])=[O:11])[C:6]([O:8][CH3:9])=[O:7])=[CH:5][CH:37]=1, predict the reactants needed to synthesize it. The reactants are: [CH:1]([C:10]([O:12][CH3:13])=[O:11])([C:6]([O:8][CH3:9])=[O:7])[CH:2]=[CH:3][CH2:4][CH3:5].CC1C(P(C2[C:34]([CH3:35])=CC=CC=2)C2C(C)=CC=CC=2)=CC=CC=1.[CH2:36]([N:38]([CH2:41]C)CC)[CH3:37].CN([CH:46]=[O:47])C. (2) Given the product [CH3:1][O:2][C:3]([C:5]1[CH:14]=[C:13]([OH:15])[C:12]2[C:7](=[C:8]([O:17][CH2:18][C:19]3[CH:24]=[CH:23][CH:22]=[CH:21][CH:20]=3)[CH:9]=[C:10]([C:43]#[C:42][CH2:41][NH:40][C:33]([O:35][C:36]([CH3:39])([CH3:38])[CH3:37])=[O:34])[CH:11]=2)[N:6]=1)=[O:4], predict the reactants needed to synthesize it. The reactants are: [CH3:1][O:2][C:3]([C:5]1[CH:14]=[C:13]([OH:15])[C:12]2[C:7](=[C:8]([O:17][CH2:18][C:19]3[CH:24]=[CH:23][CH:22]=[CH:21][CH:20]=3)[CH:9]=[C:10](Br)[CH:11]=2)[N:6]=1)=[O:4].C1(C#C)C=CC=CC=1.[C:33]([NH:40][CH2:41][C:42]#[CH:43])([O:35][C:36]([CH3:39])([CH3:38])[CH3:37])=[O:34]. (3) Given the product [CH2:27]([N:34]1[CH:35]2[CH2:41][CH2:40][CH:39]1[CH2:38][CH:37]([NH:42][C:7]1[C:8]([N+:10]([O-:12])=[O:11])=[CH:9][C:4]([C:3]([O:2][CH3:1])=[O:15])=[C:5]([F:14])[CH:6]=1)[CH2:36]2)[C:28]1[CH:29]=[CH:30][CH:31]=[CH:32][CH:33]=1, predict the reactants needed to synthesize it. The reactants are: [CH3:1][O:2][C:3](=[O:15])[C:4]1[CH:9]=[C:8]([N+:10]([O-:12])=[O:11])[C:7](F)=[CH:6][C:5]=1[F:14].CCN(C(C)C)C(C)C.Cl.Cl.[CH2:27]([N:34]1[CH:39]2[CH2:40][CH2:41][CH:35]1[CH2:36][CH:37]([NH2:42])[CH2:38]2)[C:28]1[CH:33]=[CH:32][CH:31]=[CH:30][CH:29]=1. (4) The reactants are: [C:1]([N:4]1[CH:9]=[CH:8][CH:7]([C:10]2[C:18]3[C:13](=[CH:14][CH:15]=[C:16]([O:19][CH2:20][C:21]4[CH:26]=[CH:25][CH:24]=[CH:23][CH:22]=4)[CH:17]=3)[NH:12][CH:11]=2)[CH:6]=[CH:5]1)(=[O:3])[CH3:2].C(O)C. Given the product [C:1]([N:4]1[CH2:9][CH2:8][CH:7]([C:10]2[C:18]3[C:13](=[CH:14][CH:15]=[C:16]([O:19][CH2:20][C:21]4[CH:22]=[CH:23][CH:24]=[CH:25][CH:26]=4)[CH:17]=3)[NH:12][CH:11]=2)[CH2:6][CH2:5]1)(=[O:3])[CH3:2], predict the reactants needed to synthesize it.